This data is from Full USPTO retrosynthesis dataset with 1.9M reactions from patents (1976-2016). The task is: Predict the reactants needed to synthesize the given product. (1) Given the product [I-:26].[CH2:1]([C:5]1([CH2:38][CH2:39][CH2:40][CH3:41])[NH:11][CH:10]([C:12]2[CH:28]=[CH:27][C:15]([O:16][CH2:17][CH2:18][O:19][CH2:20][CH2:21][O:22][CH2:23][CH2:24][O:25][N+:44]([CH2:47][CH3:48])([CH2:45][CH3:46])[CH2:43][CH3:42])=[CH:14][CH:13]=2)[C:9]2[CH:29]=[C:30]([N:33]([CH3:35])[CH3:34])[CH:31]=[CH:32][C:8]=2[S:7](=[O:37])(=[O:36])[CH2:6]1)[CH2:2][CH2:3][CH3:4], predict the reactants needed to synthesize it. The reactants are: [CH2:1]([C:5]1([CH2:38][CH2:39][CH2:40][CH3:41])[NH:11][CH:10]([C:12]2[CH:28]=[CH:27][C:15]([O:16][CH2:17][CH2:18][O:19][CH2:20][CH2:21][O:22][CH2:23][CH2:24][O:25][I:26])=[CH:14][CH:13]=2)[C:9]2[CH:29]=[C:30]([N:33]([CH3:35])[CH3:34])[CH:31]=[CH:32][C:8]=2[S:7](=[O:37])(=[O:36])[CH2:6]1)[CH2:2][CH2:3][CH3:4].[CH3:42][CH2:43][N:44]([CH2:47][CH3:48])[CH2:45][CH3:46]. (2) The reactants are: [Cl:1][C:2]1[CH:9]=[C:8](I)[CH:7]=[C:6]([F:11])[C:3]=1[C:4]#[N:5].C1COCC1.[O:17]1[CH2:22][CH2:21][CH2:20][CH2:19][CH:18]1[N:23]1[C:27](B2OC(C)(C)C(C)(C)O2)=[CH:26][CH:25]=[N:24]1.C(=O)([O-])[O-].[Na+].[Na+]. Given the product [Cl:1][C:2]1[CH:9]=[C:8]([C:27]2[N:23]([CH:18]3[CH2:19][CH2:20][CH2:21][CH2:22][O:17]3)[N:24]=[CH:25][CH:26]=2)[CH:7]=[C:6]([F:11])[C:3]=1[C:4]#[N:5], predict the reactants needed to synthesize it. (3) Given the product [CH3:1][O:2][C:3]1[CH:4]=[C:5]([CH2:11][C:12]([N:22]2[CH2:21][CH2:20][NH:19][C@@H:18]([CH:15]([CH3:17])[CH3:16])[CH2:23]2)=[O:13])[CH:6]=[CH:7][C:8]=1[O:9][CH3:10], predict the reactants needed to synthesize it. The reactants are: [CH3:1][O:2][C:3]1[CH:4]=[C:5]([CH2:11][C:12](Cl)=[O:13])[CH:6]=[CH:7][C:8]=1[O:9][CH3:10].[CH:15]([C@H:18]1[CH2:23][NH:22][CH2:21][CH2:20][NH:19]1)([CH3:17])[CH3:16]. (4) Given the product [CH3:9][C:10]1[N:14]([CH:15]([CH3:17])[CH3:16])[C:13]([C:18]2[CH:23]=[CH:22][N:21]=[C:20]([NH:24][CH:25]3[CH2:29][CH2:28][N:27]([S:5]([CH2:4][CH2:3][CH2:2][N:32]4[CH2:36][CH2:35][CH2:34][CH2:33]4)(=[O:7])=[O:6])[CH2:26]3)[N:19]=2)=[CH:12][N:11]=1, predict the reactants needed to synthesize it. The reactants are: Cl[CH2:2][CH2:3][CH2:4][S:5](Cl)(=[O:7])=[O:6].[CH3:9][C:10]1[N:14]([CH:15]([CH3:17])[CH3:16])[C:13]([C:18]2[CH:23]=[CH:22][N:21]=[C:20]([NH:24][CH:25]3[CH2:29][CH2:28][NH:27][CH2:26]3)[N:19]=2)=[CH:12][N:11]=1.[I-].[Na+].[NH:32]1[CH2:36][CH2:35][CH2:34][CH2:33]1. (5) Given the product [F:1][C:2]([F:20])([F:19])[C:3]1[CH:18]=[CH:17][C:6]([CH2:7][O:8][C:9]2[CH:10]=[C:11]([CH:12]=[CH:13][CH:14]=2)[CH2:15][O:34][C:31]2[CH:32]=[CH:33][C:26]3[C:25]([CH2:24][C:23]([OH:35])=[O:22])=[CH:29][S:28][C:27]=3[CH:30]=2)=[CH:5][CH:4]=1, predict the reactants needed to synthesize it. The reactants are: [F:1][C:2]([F:20])([F:19])[C:3]1[CH:18]=[CH:17][C:6]([CH2:7][O:8][C:9]2[CH:14]=[CH:13][CH:12]=[C:11]([CH2:15]Cl)[CH:10]=2)=[CH:5][CH:4]=1.C[O:22][C:23](=[O:35])[CH2:24][C:25]1[C:26]2[CH:33]=[CH:32][C:31]([OH:34])=[CH:30][C:27]=2[S:28][CH:29]=1.COC(=O)CC1C2C=CC(OCC3C=CC(OCC4C=CC(C(F)(F)F)=CC=4)=CC=3)=CC=2SC=1. (6) Given the product [CH2:1]([N:15]1[CH2:22][CH2:21][CH2:20][C@H:16]1[C:17]([O:19][CH2:1][C:2]1[CH:7]=[CH:6][CH:5]=[CH:4][CH:3]=1)=[O:18])[C:2]1[CH:7]=[CH:6][CH:5]=[CH:4][CH:3]=1, predict the reactants needed to synthesize it. The reactants are: [CH2:1](Br)[C:2]1[CH:7]=[CH:6][CH:5]=[CH:4][CH:3]=1.C([O-])([O-])=O.[K+].[K+].[NH:15]1[CH2:22][CH2:21][CH2:20][CH:16]1[C:17]([OH:19])=[O:18]. (7) The reactants are: [NH2:1][CH2:2][C:3]1[CH:12]=[CH:11][C:6]([C:7]([O:9][CH3:10])=[O:8])=[CH:5][CH:4]=1.[N+:13]([C:16]1[CH:17]=[C:18]([CH:22]=[CH:23][CH:24]=1)[C:19](Cl)=[O:20])([O-:15])=[O:14]. Given the product [N+:13]([C:16]1[CH:17]=[C:18]([CH:22]=[CH:23][CH:24]=1)[C:19]([NH:1][CH2:2][C:3]1[CH:4]=[CH:5][C:6]([C:7]([O:9][CH3:10])=[O:8])=[CH:11][CH:12]=1)=[O:20])([O-:15])=[O:14], predict the reactants needed to synthesize it.